Task: Predict the reactants needed to synthesize the given product.. Dataset: Full USPTO retrosynthesis dataset with 1.9M reactions from patents (1976-2016) (1) Given the product [F:38][C:33]1[CH:32]=[C:31]([CH:36]=[CH:35][C:34]=1[F:37])[O:30][C:29]1([C:9]([OH:8])([CH3:10])[CH3:14])[CH2:28][CH2:27][CH2:26][N:25]2[C:21]([C:11]3[CH:12]=[CH:13][C:14]([C:15]4[O:19][C:18]([CH3:20])=[N:17][CH:16]=4)=[C:9]([OH:8])[CH:10]=3)=[N:22][N:23]=[C:24]12, predict the reactants needed to synthesize it. The reactants are: C([O:8][C:9]1[CH:10]=[C:11]([C:21]2[N:25]3[CH2:26][CH2:27][CH2:28][C:29](CC(O)C)([O:30][C:31]4[CH:36]=[CH:35][C:34]([F:37])=[C:33]([F:38])[CH:32]=4)[C:24]3=[N:23][N:22]=2)[CH:12]=[CH:13][C:14]=1[C:15]1[O:19][C:18]([CH3:20])=[N:17][CH:16]=1)C1C=CC=CC=1. (2) Given the product [Br:1][C:2]1[CH:3]=[CH:4][C:5]([F:10])=[C:6]([C:8](=[O:9])[CH3:21])[CH:7]=1, predict the reactants needed to synthesize it. The reactants are: [Br:1][C:2]1[CH:3]=[CH:4][C:5]([F:10])=[C:6]([CH2:8][OH:9])[CH:7]=1.[Cr](O[Cr]([O-])(=O)=O)([O-])(=O)=O.[NH+]1C=CC=C[CH:21]=1.[NH+]1C=CC=CC=1. (3) Given the product [NH2:1][C:2](=[O:37])[C@@H:3]([NH:20][C:21]([C:23]1([NH:29][C:30](=[O:36])[O:31][C:32]([CH3:34])([CH3:33])[CH3:35])[CH2:24][CH2:25][O:26][CH2:27][CH2:28]1)=[O:22])[CH2:4][C:5]1[CH:6]=[CH:7][C:8]([C:39]2[CH:40]=[CH:41][C:42]3[N:47]([CH3:50])[C:46](=[O:48])[CH2:45][S:44][C:43]=3[CH:49]=2)=[CH:9][CH:10]=1, predict the reactants needed to synthesize it. The reactants are: [NH2:1][C:2](=[O:37])[C@@H:3]([NH:20][C:21]([C:23]1([NH:29][C:30](=[O:36])[O:31][C:32]([CH3:35])([CH3:34])[CH3:33])[CH2:28][CH2:27][O:26][CH2:25][CH2:24]1)=[O:22])[CH2:4][C:5]1[CH:10]=[CH:9][C:8](B2OC(C)(C)C(C)(C)O2)=[CH:7][CH:6]=1.Br[C:39]1[CH:40]=[CH:41][C:42]2[NH:47][C:46](=[O:48])[CH2:45][S:44][C:43]=2[CH:49]=1.[C:50](=O)([O-])[O-].[Na+].[Na+]. (4) Given the product [CH3:1][C:2]1[C:3]([N:8]2[CH2:9][CH2:10][N:11]([CH2:7][C:6]3[O:26][C:24]4[C:25](=[N:4][CH:3]=[CH:2][CH:1]=4)[CH:5]=3)[CH2:12][CH2:13]2)=[N:4][CH:5]=[CH:6][CH:7]=1, predict the reactants needed to synthesize it. The reactants are: [CH3:1][C:2]1[C:3]([N:8]2[CH2:13][CH2:12][NH:11][CH2:10][CH2:9]2)=[N:4][CH:5]=[CH:6][CH:7]=1.C(O[BH-](O[C:24](=[O:26])[CH3:25])OC(=O)C)(=O)C.[Na+]. (5) Given the product [CH2:18]([N:5]1[C:1](=[O:11])[C@H:2]2[CH2:10][CH:9]=[CH:8][CH2:7][C@H:3]2[C:4]1=[O:6])[C:19]1[CH:24]=[CH:23][CH:22]=[CH:21][CH:20]=1, predict the reactants needed to synthesize it. The reactants are: [C:1]1(=[O:11])[NH:5][C:4](=[O:6])[C@H:3]2[CH2:7][CH:8]=[CH:9][CH2:10][C@@H:2]12.C(=O)([O-])[O-].[K+].[K+].[CH2:18](Cl)[C:19]1[CH:24]=[CH:23][CH:22]=[CH:21][CH:20]=1. (6) The reactants are: [Cl:1][C:2]1[CH:3]=[C:4]([CH:10]=[CH:11][C:12]=1[C:13]1[N:17]=[C:16]([C:18]2[N:19]=[C:20]3[C:25]([Cl:26])=[CH:24][C:23]([C:27]([F:30])([F:29])[F:28])=[CH:22][N:21]3[CH:31]=2)[O:15][N:14]=1)[C:5](OCC)=[O:6].CC(C[AlH]CC(C)C)C. Given the product [Cl:1][C:2]1[CH:3]=[C:4]([CH2:5][OH:6])[CH:10]=[CH:11][C:12]=1[C:13]1[N:17]=[C:16]([C:18]2[N:19]=[C:20]3[C:25]([Cl:26])=[CH:24][C:23]([C:27]([F:28])([F:30])[F:29])=[CH:22][N:21]3[CH:31]=2)[O:15][N:14]=1, predict the reactants needed to synthesize it.